From a dataset of Catalyst prediction with 721,799 reactions and 888 catalyst types from USPTO. Predict which catalyst facilitates the given reaction. (1) Reactant: [C:1]([OH:10])(=[O:9])/[CH:2]=[CH:3]/[CH:4]=[CH:5]/[C:6]([OH:8])=[O:7].II. Product: [C:1]([OH:10])(=[O:9])/[CH:2]=[CH:3]\[CH:4]=[CH:5]\[C:6]([OH:8])=[O:7]. The catalyst class is: 10. (2) Reactant: [F:1][C:2]1[C:12]2[CH2:11][CH2:10][CH2:9][C:8]([C:13]3[CH:18]=[CH:17][C:16]([F:19])=[C:15]([O:20][CH3:21])[CH:14]=3)=[C:7]([C:22]#[C:23][CH2:24][CH2:25][CH2:26][CH2:27][OH:28])[C:6]=2[CH:5]=[CH:4][C:3]=1[O:29][CH3:30].[OH-].[K+]. Product: [F:1][C:2]1[C:12]2[CH2:11][CH2:10][CH2:9][C:8]([C:13]3[CH:18]=[CH:17][C:16]([F:19])=[C:15]([O:20][CH3:21])[CH:14]=3)=[C:7]([CH2:22][CH2:23][CH2:24][CH2:25][CH2:26][CH2:27][OH:28])[C:6]=2[CH:5]=[CH:4][C:3]=1[O:29][CH3:30]. The catalyst class is: 45. (3) Reactant: [C:1](#[N:3])C.[F:4][C:5]([F:24])([F:23])[C:6]1[CH:11]=[CH:10][C:9]([C:12]([F:15])([F:14])[F:13])=[CH:8][C:7]=1[C:16]1[CH:21]=[CH:20][N+:19]([O-])=[CH:18][CH:17]=1.C[Si](C#N)(C)C. Product: [F:4][C:5]([F:24])([F:23])[C:6]1[CH:11]=[CH:10][C:9]([C:12]([F:15])([F:14])[F:13])=[CH:8][C:7]=1[C:16]1[CH:21]=[CH:20][N:19]=[C:18]([C:1]#[N:3])[CH:17]=1. The catalyst class is: 66. (4) Reactant: Cl[C:2]([O:4][CH2:5][CH2:6][O:7][CH3:8])=[O:3].[O:9]1[C:17]2[C:12](=[N:13][CH:14]=[CH:15][CH:16]=2)[N:11]=[C:10]1[C:18]1[C:19]([NH2:35])=[N:20][CH:21]=[C:22]([C:24]2[CH:25]=[N:26][N:27]([CH:29]3[CH2:34][CH2:33][NH:32][CH2:31][CH2:30]3)[CH:28]=2)[CH:23]=1. Product: [NH2:35][C:19]1[N:20]=[CH:21][C:22]([C:24]2[CH:25]=[N:26][N:27]([CH:29]3[CH2:34][CH2:33][N:32]([C:2]([O:4][CH2:5][CH2:6][O:7][CH3:8])=[O:3])[CH2:31][CH2:30]3)[CH:28]=2)=[CH:23][C:18]=1[C:10]1[O:9][C:17]2[C:12]([N:11]=1)=[N:13][CH:14]=[CH:15][CH:16]=2. The catalyst class is: 17. (5) Product: [Cl:1][C:2]1[CH:7]=[C:6]([O:8][C:9]2[C:18]3[C:13](=[CH:14][C:15]([O:21][CH2:36][CH2:37][CH2:38][OH:39])=[C:16]([O:19][CH3:20])[CH:17]=3)[N:12]=[CH:11][CH:10]=2)[CH:5]=[CH:4][C:3]=1[NH:22][C:23]([NH:25][CH2:26][CH2:27][CH3:28])=[O:24]. The catalyst class is: 9. Reactant: [Cl:1][C:2]1[CH:7]=[C:6]([O:8][C:9]2[C:18]3[C:13](=[CH:14][C:15]([OH:21])=[C:16]([O:19][CH3:20])[CH:17]=3)[N:12]=[CH:11][CH:10]=2)[CH:5]=[CH:4][C:3]=1[NH:22][C:23]([NH:25][CH2:26][CH2:27][CH3:28])=[O:24].C(=O)([O-])[O-].[K+].[K+].Br[CH2:36][CH2:37][CH2:38][OH:39].O. (6) Reactant: [CH3:1][O:2][CH2:3][O:4][C:5]1[CH:6]=[CH:7][C:8]([CH3:11])=[N:9][CH:10]=1.[Li]C(C)(C)C.[Br:17]C(Cl)(Cl)C(Cl)(Cl)Br.[NH4+].[Cl-]. Product: [Br:17][C:6]1[C:5]([O:4][CH2:3][O:2][CH3:1])=[CH:10][N:9]=[C:8]([CH3:11])[CH:7]=1. The catalyst class is: 1. (7) Reactant: [CH3:1][C:2]1[CH:10]=[CH:9][C:5]([CH2:6][Mg]Cl)=[CH:4][CH:3]=1.[Br:11][C:12]1[C:13]([CH3:32])=[N:14][O:15][C:16]=1[NH:17][S:18]([C:21]1[CH:25]=[CH:24][S:23][C:22]=1[C:26](N(C)OC)=[O:27])(=[O:20])=[O:19]. Product: [Br:11][C:12]1[C:13]([CH3:32])=[N:14][O:15][C:16]=1[NH:17][S:18]([C:21]1[CH:25]=[CH:24][S:23][C:22]=1[C:26](=[O:27])[CH2:6][C:5]1[CH:9]=[CH:10][C:2]([CH3:1])=[CH:3][CH:4]=1)(=[O:19])=[O:20]. The catalyst class is: 1. (8) Reactant: [CH3:1][C:2]1[S:6][C:5]2[NH:7][C:8]3[CH:9]=[CH:10][CH:11]=[CH:12][C:13]=3[N:14]=[C:15]([N:16]3[CH2:21][CH2:20][N:19]([CH3:22])[CH2:18][CH2:17]3)[C:4]=2[CH:3]=1.[C:23]([O:34][CH2:35][CH:36]([O:50][C:51]([O:53][CH2:54][I:55])=[O:52])[CH2:37][O:38][C:39](=[O:49])[CH2:40][CH2:41][CH2:42][CH2:43][CH2:44][CH2:45][CH2:46][CH2:47][CH3:48])(=[O:33])[CH2:24][CH2:25][CH2:26][CH2:27][CH2:28][CH2:29][CH2:30][CH2:31][CH3:32]. Product: [I-:55].[C:23]([O:34][CH2:35][CH:36]([O:50][C:51]([O:53][CH2:54][N+:19]1([CH3:22])[CH2:20][CH2:21][N:16]([C:15]2[C:4]3[CH:3]=[C:2]([CH3:1])[S:6][C:5]=3[NH:7][C:8]3[CH:9]=[CH:10][CH:11]=[CH:12][C:13]=3[N:14]=2)[CH2:17][CH2:18]1)=[O:52])[CH2:37][O:38][C:39](=[O:49])[CH2:40][CH2:41][CH2:42][CH2:43][CH2:44][CH2:45][CH2:46][CH2:47][CH3:48])(=[O:33])[CH2:24][CH2:25][CH2:26][CH2:27][CH2:28][CH2:29][CH2:30][CH2:31][CH3:32]. The catalyst class is: 698. (9) Reactant: [CH3:1][O-:2].[Na+].[Cl:4][C:5]1[C:6]([N:11]2[CH2:20][CH2:19][C:18]3[C:17]([NH:21][C:22]4[CH:27]=[CH:26][C:25]([C:28]([F:31])([F:30])[F:29])=[CH:24][CH:23]=4)=[N:16][C:15](S(C)(=O)=O)=[N:14][C:13]=3[CH2:12]2)=[N:7][CH:8]=[CH:9][CH:10]=1. Product: [Cl:4][C:5]1[C:6]([N:11]2[CH2:20][CH2:19][C:18]3[C:17]([NH:21][C:22]4[CH:27]=[CH:26][C:25]([C:28]([F:31])([F:30])[F:29])=[CH:24][CH:23]=4)=[N:16][C:15]([O:2][CH3:1])=[N:14][C:13]=3[CH2:12]2)=[N:7][CH:8]=[CH:9][CH:10]=1. The catalyst class is: 5.